From a dataset of Reaction yield outcomes from USPTO patents with 853,638 reactions. Predict the reaction yield, written as a fraction of the theoretical maximum amount of product (1.0 means a 100% yield; for example, 0.34 means a 34% yield). (1) The reactants are [NH2:1][CH2:2][C:3]1[CH:12]=[CH:11][CH:10]=[C:9]2[C:4]=1[CH:5]=[CH:6][C:7]([NH:13][CH2:14][C:15]1[O:16][C:17]([CH3:20])=[CH:18][CH:19]=1)=[N:8]2.[F:21][C:22]1[CH:29]=[CH:28][C:25]([CH:26]=O)=[CH:24][CH:23]=1.C(O)(=O)C. The catalyst is ClC(Cl)C. The product is [CH3:20][C:17]1[O:16][C:15]([CH2:14][NH2:13])=[CH:19][CH:18]=1.[F:21][C:22]1[CH:29]=[CH:28][C:25]([CH2:26][NH:1][CH2:2][C:3]2[CH:12]=[CH:11][CH:10]=[C:9]3[C:4]=2[CH:5]=[CH:6][C:7]([NH:13][CH2:14][C:15]2[O:16][C:17]([CH3:20])=[CH:18][CH:19]=2)=[N:8]3)=[CH:24][CH:23]=1. The yield is 0.660. (2) The reactants are [F:1][C:2]1([F:33])[O:6][C:5]2[CH:7]=[CH:8][C:9]([C:11]3([C:14]([NH:16][C@H:17]4[CH2:22][CH2:21][O:20][C@@H:19]([C:23]5[CH:32]=[CH:31][CH:30]=[CH:29][C:24]=5[C:25]([O:27]C)=[O:26])[CH2:18]4)=[O:15])[CH2:13][CH2:12]3)=[CH:10][C:4]=2[O:3]1.[OH-].[Na+]. The catalyst is C(O)C. The product is [F:33][C:2]1([F:1])[O:6][C:5]2[CH:7]=[CH:8][C:9]([C:11]3([C:14]([NH:16][C@H:17]4[CH2:22][CH2:21][O:20][C@@H:19]([C:23]5[CH:32]=[CH:31][CH:30]=[CH:29][C:24]=5[C:25]([OH:27])=[O:26])[CH2:18]4)=[O:15])[CH2:13][CH2:12]3)=[CH:10][C:4]=2[O:3]1. The yield is 0.890. (3) The reactants are [Br:1][C:2]1[C:3]([F:19])=[CH:4][C:5]2[O:14][CH2:13][CH2:12][C:11]3[S:10][C:9]([C:15](O)=[O:16])=[N:8][C:7]=3[C:6]=2[CH:18]=1.[NH4+].[Cl-].CC[N:24](C(C)C)C(C)C.CN(C(ON1N=NC2C=CC=NC1=2)=[N+](C)C)C.F[P-](F)(F)(F)(F)F. The catalyst is O1CCCC1. The product is [Br:1][C:2]1[C:3]([F:19])=[CH:4][C:5]2[O:14][CH2:13][CH2:12][C:11]3[S:10][C:9]([C:15]([NH2:24])=[O:16])=[N:8][C:7]=3[C:6]=2[CH:18]=1. The yield is 0.650. (4) The catalyst is CN(C=O)C.CCOC(C)=O. The yield is 0.270. The reactants are C(=O)([O-])[O-].[Cs+].[Cs+].[O:7]1[CH2:12][CH2:11][CH:10](OS(C)(=O)=O)[CH2:9][CH2:8]1.[F:18][C:19]1[CH:24]=[CH:23][C:22]([F:25])=[CH:21][C:20]=1[S:26]([N:29]([C:33]1[CH:38]=[CH:37][CH:36]=[C:35]([C:39]2[NH:40][N:41]=[CH:42][C:43]=2[C:44]2[CH:49]=[CH:48][N:47]=[CH:46][CH:45]=2)[C:34]=1[F:50])COC)(=[O:28])=[O:27].O. The product is [F:18][C:19]1[CH:24]=[CH:23][C:22]([F:25])=[CH:21][C:20]=1[S:26]([NH:29][C:33]1[CH:38]=[CH:37][CH:36]=[C:35]([C:39]2[C:43]([C:44]3[CH:49]=[CH:48][N:47]=[CH:46][CH:45]=3)=[CH:42][N:41]([CH:10]3[CH2:9][CH2:8][O:7][CH2:12][CH2:11]3)[N:40]=2)[C:34]=1[F:50])(=[O:27])=[O:28]. (5) The reactants are [CH3:1][C:2]1([CH3:17])[C:10]2[C:5](=[CH:6][C:7]([N+:11]([O-])=O)=[CH:8][CH:9]=2)[N:4]([C:14](=[O:16])[CH3:15])[CH2:3]1. The catalyst is CO.[Pd]. The product is [NH2:11][C:7]1[CH:6]=[C:5]2[C:10]([C:2]([CH3:17])([CH3:1])[CH2:3][N:4]2[C:14](=[O:16])[CH3:15])=[CH:9][CH:8]=1. The yield is 0.610. (6) The reactants are [C:1]([O:5][C:6]([N:8]1[CH2:13][CH2:12][CH:11]([N:14]2[C:19]3=[N:20][C:21](S(C)=O)=[N:22][CH:23]=[C:18]3[CH2:17][N:16]([C:27]3[C:32]([F:33])=[C:31]([O:34][CH3:35])[CH:30]=[C:29]([O:36][CH3:37])[C:28]=3[F:38])[C:15]2=[O:39])[CH2:10][CH2:9]1)=[O:7])([CH3:4])([CH3:3])[CH3:2].[NH3:40]. The catalyst is O1CCOCC1. The product is [C:1]([O:5][C:6]([N:8]1[CH2:13][CH2:12][CH:11]([N:14]2[C:19]3=[N:20][C:21]([NH2:40])=[N:22][CH:23]=[C:18]3[CH2:17][N:16]([C:27]3[C:32]([F:33])=[C:31]([O:34][CH3:35])[CH:30]=[C:29]([O:36][CH3:37])[C:28]=3[F:38])[C:15]2=[O:39])[CH2:10][CH2:9]1)=[O:7])([CH3:4])([CH3:3])[CH3:2]. The yield is 0.810. (7) The reactants are COC[N:4]1[C:12]2[C:7](=[CH:8][CH:9]=[CH:10][C:11]=2[N:13]([CH3:26])S(C2C=CC([N+]([O-])=O)=CC=2)(=O)=O)[CH:6]=[C:5]1[C:27]([O:29][CH2:30][CH3:31])=[O:28].Cl. The catalyst is C(O)C. The product is [CH3:26][NH:13][C:11]1[CH:10]=[CH:9][CH:8]=[C:7]2[C:12]=1[NH:4][C:5]([C:27]([O:29][CH2:30][CH3:31])=[O:28])=[CH:6]2. The yield is 0.260. (8) The yield is 0.560. The catalyst is CCN(CC)CC.CN(C1C=CN=CC=1)C.Cl[Pd](Cl)([P](C1C=CC=CC=1)(C1C=CC=CC=1)C1C=CC=CC=1)[P](C1C=CC=CC=1)(C1C=CC=CC=1)C1C=CC=CC=1. The reactants are [NH2:1][C:2]1[CH:7]=[CH:6][C:5]([C:8]2([C:11]([O:13][CH3:14])=[O:12])[CH2:10][CH2:9]2)=[CH:4][C:3]=1Br.[C:16]([Si:18]([CH3:21])([CH3:20])[CH3:19])#[CH:17]. The product is [NH2:1][C:2]1[CH:7]=[CH:6][C:5]([C:8]2([C:11]([O:13][CH3:14])=[O:12])[CH2:10][CH2:9]2)=[CH:4][C:3]=1[C:17]#[C:16][Si:18]([CH3:21])([CH3:20])[CH3:19].